Dataset: Reaction yield outcomes from USPTO patents with 853,638 reactions. Task: Predict the reaction yield, written as a fraction of the theoretical maximum amount of product (1.0 means a 100% yield; for example, 0.34 means a 34% yield). (1) The reactants are Br[C:2]1[N:3]=[C:4]2[N:11]([CH2:12][CH3:13])[CH2:10][C:9](=[O:14])[NH:8][C:5]2=[N:6][CH:7]=1.[O:15]1[CH2:20][CH2:19][CH2:18][CH2:17][CH:16]1[N:21]1[CH:25]=[N:24][N:23]=[C:22]1[C:26]1[CH:31]=[CH:30][C:29](B2OC(C)(C)C(C)(C)O2)=[CH:28][CH:27]=1.C(=O)([O-])[O-].[Na+].[Na+]. The catalyst is O1CCOCC1.O.C1C=CC(P(C2C=CC=CC=2)[C-]2C=CC=C2)=CC=1.C1C=CC(P(C2C=CC=CC=2)[C-]2C=CC=C2)=CC=1.Cl[Pd]Cl.[Fe+2]. The product is [CH2:12]([N:11]1[C:4]2[C:5](=[N:6][CH:7]=[C:2]([C:29]3[CH:30]=[CH:31][C:26]([C:22]4[N:21]([CH:16]5[CH2:17][CH2:18][CH2:19][CH2:20][O:15]5)[CH:25]=[N:24][N:23]=4)=[CH:27][CH:28]=3)[N:3]=2)[NH:8][C:9](=[O:14])[CH2:10]1)[CH3:13]. The yield is 0.450. (2) The reactants are [F:1][C:2]1[CH:9]=[C:8]([OH:10])[CH:7]=[C:6]([F:11])[C:3]=1[CH:4]=[O:5].C(Cl)Cl.N1C=CC=CC=1.Cl[C:22]([O:24][CH:25]([CH3:27])[CH3:26])=[O:23]. The product is [C:22](=[O:23])([O:24][CH:25]([CH3:27])[CH3:26])[O:10][C:8]1[CH:9]=[C:2]([F:1])[C:3]([CH:4]=[O:5])=[C:6]([F:11])[CH:7]=1. The yield is 0.840. The catalyst is C1(C)C=CC=CC=1.O. (3) The reactants are Br[C:2]1[N:7]=[C:6]([C:8]([O:10][CH3:11])=[O:9])[CH:5]=[CH:4][C:3]=1[F:12].[F:13][C:14]1[CH:15]=[C:16]([C:30]2[C:31]([CH3:36])=[N:32][O:33][C:34]=2[CH3:35])[CH:17]=[C:18]([F:29])[C:19]=1B1OC(C)(C)C(C)(C)O1. No catalyst specified. The product is [CH3:36][C:31]1[C:30]([C:16]2[CH:15]=[C:14]([F:13])[C:19]([C:2]3[N:7]=[C:6]([C:8]([O:10][CH3:11])=[O:9])[CH:5]=[CH:4][C:3]=3[F:12])=[C:18]([F:29])[CH:17]=2)=[C:34]([CH3:35])[O:33][N:32]=1. The yield is 0.890. (4) The reactants are [CH3:1][S:2]([C:4]1[CH:9]=[CH:8][C:7]([CH2:10][CH2:11][C:12]([O:14][CH3:15])=[O:13])=[CH:6][CH:5]=1)=[O:3].[F:16][C:17]([F:22])([F:21])[C:18]([NH2:20])=[O:19]. The catalyst is C(Cl)Cl. The product is [CH3:1][S:2]([C:4]1[CH:5]=[CH:6][C:7]([CH2:10][CH2:11][C:12]([O:14][CH3:15])=[O:13])=[CH:8][CH:9]=1)(=[N:20][C:18](=[O:19])[C:17]([F:22])([F:21])[F:16])=[O:3]. The yield is 0.690.